This data is from Full USPTO retrosynthesis dataset with 1.9M reactions from patents (1976-2016). The task is: Predict the reactants needed to synthesize the given product. (1) Given the product [N:12]1[CH:13]=[CH:14][CH:15]=[CH:16][C:11]=1[CH2:10][CH2:9][N:8]1[C:7]2[CH:6]=[CH:5][C:4]([NH:17][C:18]([C:20]3[C:21]([C:26]4[CH:27]=[CH:28][C:29]([C:32]([F:35])([F:33])[F:34])=[CH:30][CH:31]=4)=[CH:22][CH:23]=[CH:24][CH:25]=3)=[O:19])=[CH:3][C:2]=2[N:1]=[N:36]1, predict the reactants needed to synthesize it. The reactants are: [NH2:1][C:2]1[CH:3]=[C:4]([NH:17][C:18]([C:20]2[C:21]([C:26]3[CH:31]=[CH:30][C:29]([C:32]([F:35])([F:34])[F:33])=[CH:28][CH:27]=3)=[CH:22][CH:23]=[CH:24][CH:25]=2)=[O:19])[CH:5]=[CH:6][C:7]=1[NH:8][CH2:9][CH2:10][C:11]1[CH:16]=[CH:15][CH:14]=[CH:13][N:12]=1.[N:36](OC(C)(C)C)=O. (2) Given the product [CH3:18][CH:13]1[CH2:12][C:11]2[C:15](=[CH:16][CH:17]=[C:9]([C:3]([O:8][Si:32]([CH2:37][CH3:38])([CH2:35][CH3:36])[CH2:33][CH3:34])([C:2]([F:1])([F:19])[F:20])[C:4]([F:7])([F:6])[F:5])[CH:10]=2)[NH:14]1, predict the reactants needed to synthesize it. The reactants are: [F:1][C:2]([F:20])([F:19])[C:3]([C:9]1[CH:10]=[C:11]2[C:15](=[CH:16][CH:17]=1)[NH:14][CH:13]([CH3:18])[CH2:12]2)([OH:8])[C:4]([F:7])([F:6])[F:5].C1CCN2C(=NCCC2)CC1.[Si:32](Cl)([CH2:37][CH3:38])([CH2:35][CH3:36])[CH2:33][CH3:34]. (3) Given the product [Br:23][C:24]1[CH:25]=[CH:26][C:27]([CH3:34])=[C:28]([CH2:30][C:31]([NH:1][C:2]2([C:12]([O:14][CH3:15])=[O:13])[CH2:3][CH2:4][C:5]3([O:9][CH2:8][CH2:7][O:6]3)[CH2:10][CH2:11]2)=[O:32])[CH:29]=1, predict the reactants needed to synthesize it. The reactants are: [NH2:1][C:2]1([C:12]([O:14][CH3:15])=[O:13])[CH2:11][CH2:10][C:5]2([O:9][CH2:8][CH2:7][O:6]2)[CH2:4][CH2:3]1.C(N(CC)CC)C.[Br:23][C:24]1[CH:25]=[CH:26][C:27]([CH3:34])=[C:28]([CH2:30][C:31](Cl)=[O:32])[CH:29]=1. (4) The reactants are: [OH-:1].[Li+].[CH3:3][C:4]([CH3:22])=[CH:5][C@@H:6]1[CH2:10][N:9]([C:11]([O:13][CH2:14][C:15]2[CH:20]=[CH:19][CH:18]=[CH:17][CH:16]=2)=[O:12])[C:8](=[O:21])[CH2:7]1. Given the product [CH2:14]([O:13][C:11]([NH:9][CH2:10][C@@H:6]([CH:5]=[C:4]([CH3:22])[CH3:3])[CH2:7][C:8]([OH:1])=[O:21])=[O:12])[C:15]1[CH:20]=[CH:19][CH:18]=[CH:17][CH:16]=1, predict the reactants needed to synthesize it. (5) The reactants are: N#N.[Cl:3][C:4]1[CH:28]=[CH:27][CH:26]=[CH:25][C:5]=1[CH2:6][O:7][C:8](=[O:24])[NH:9][C:10]1[CH:11]=[N:12][N:13]([CH2:15][C:16]2[N:17]=[C:18]([CH:21]([OH:23])[CH3:22])[S:19][CH:20]=2)[CH:14]=1. Given the product [Cl:3][C:4]1[CH:28]=[CH:27][CH:26]=[CH:25][C:5]=1[CH2:6][O:7][C:8](=[O:24])[NH:9][C:10]1[CH:11]=[N:12][N:13]([CH2:15][C:16]2[N:17]=[C:18]([C:21](=[O:23])[CH3:22])[S:19][CH:20]=2)[CH:14]=1, predict the reactants needed to synthesize it. (6) Given the product [Cl:1][C:2]1[S:6][C:5]([NH:7][C:8](=[O:27])[NH:9][C:10]2[CH:15]=[CH:14][C:13]([CH2:16][C:17]([NH:34][CH2:33][CH2:32][S:29]([CH3:28])(=[O:31])=[O:30])=[O:19])=[CH:12][C:11]=2[C:20]([CH:22]2[CH2:23][CH2:24][CH2:25][CH2:26]2)=[O:21])=[N:4][CH:3]=1, predict the reactants needed to synthesize it. The reactants are: [Cl:1][C:2]1[S:6][C:5]([NH:7][C:8](=[O:27])[NH:9][C:10]2[CH:15]=[CH:14][C:13]([CH2:16][C:17]([OH:19])=O)=[CH:12][C:11]=2[C:20]([CH:22]2[CH2:26][CH2:25][CH2:24][CH2:23]2)=[O:21])=[N:4][CH:3]=1.[CH3:28][S:29]([CH2:32][CH2:33][NH2:34])(=[O:31])=[O:30]. (7) Given the product [Cl:38][C:32]1[C:33]([Cl:37])=[CH:34][CH:35]=[CH:36][C:31]=1[N:28]1[CH2:27][CH2:26][N:25]([CH2:24][C:23]2[CH:39]=[CH:40][C:20]([O:1][C:2]3[CH:11]=[C:10]4[C:5]([CH2:6][CH2:7][C:8](=[O:12])[NH:9]4)=[CH:4][CH:3]=3)=[CH:21][CH:22]=2)[CH2:30][CH2:29]1, predict the reactants needed to synthesize it. The reactants are: [OH:1][C:2]1[CH:11]=[C:10]2[C:5]([CH2:6][CH2:7][C:8](=[O:12])[NH:9]2)=[CH:4][CH:3]=1.C([O-])([O-])=O.[Cs+].[Cs+].Br[C:20]1[CH:40]=[CH:39][C:23]([CH2:24][N:25]2[CH2:30][CH2:29][N:28]([C:31]3[CH:36]=[CH:35][CH:34]=[C:33]([Cl:37])[C:32]=3[Cl:38])[CH2:27][CH2:26]2)=[CH:22][CH:21]=1.CC(C(CC(C(C)(C)C)=O)=O)(C)C. (8) Given the product [Cl:15][C:16]1[CH:17]=[CH:18][C:19]([O:22][CH:23]2[CH2:28][CH2:27][N:26]([C:29]([C@@H:30]([NH:34][C:47]([C:38]3[C:37]([OH:36])=[N:46][C:45]4[C:40](=[CH:41][CH:42]=[CH:43][CH:44]=4)[N:39]=3)=[O:48])[CH:31]([CH3:33])[CH3:32])=[O:35])[CH2:25][CH2:24]2)=[N:20][CH:21]=1, predict the reactants needed to synthesize it. The reactants are: Cl.C(N=C=NCCCN(C)C)C.Cl.Cl.[Cl:15][C:16]1[CH:17]=[CH:18][C:19]([O:22][CH:23]2[CH2:28][CH2:27][N:26]([C:29](=[O:35])[C@@H:30]([NH2:34])[CH:31]([CH3:33])[CH3:32])[CH2:25][CH2:24]2)=[N:20][CH:21]=1.[OH:36][C:37]1[C:38]([C:47](O)=[O:48])=[N:39][C:40]2[C:45]([N:46]=1)=[CH:44][CH:43]=[CH:42][CH:41]=2.O.ON1C2C=CC=CC=2N=N1.CN1CCOCC1.